This data is from Forward reaction prediction with 1.9M reactions from USPTO patents (1976-2016). The task is: Predict the product of the given reaction. The product is: [CH2:12]([C:9]1[S:8][C:7]([C:5](=[O:6])[C:4]([OH:16])=[O:3])=[CH:11][CH:10]=1)[CH2:13][CH2:14][CH3:15]. Given the reactants C([O:3][C:4](=[O:16])[C:5]([C:7]1[S:8][C:9]([CH2:12][CH2:13][CH2:14][CH3:15])=[CH:10][CH:11]=1)=[O:6])C.C([O-])([O-])=O.[K+].[K+], predict the reaction product.